This data is from CYP3A4 inhibition data for predicting drug metabolism from PubChem BioAssay. The task is: Regression/Classification. Given a drug SMILES string, predict its absorption, distribution, metabolism, or excretion properties. Task type varies by dataset: regression for continuous measurements (e.g., permeability, clearance, half-life) or binary classification for categorical outcomes (e.g., BBB penetration, CYP inhibition). Dataset: cyp3a4_veith. (1) The compound is CCOC(=O)c1[nH]c(C(=O)O)c(CCC(=O)OC)c1C. The result is 0 (non-inhibitor). (2) The drug is Cc1ccc(-n2nnnc2-c2cnc3ccc(Cl)cc3c2-c2ccccc2)cc1. The result is 1 (inhibitor). (3) The result is 0 (non-inhibitor). The compound is Cc1c(Cl)cccc1NC(=O)CCC(=O)NNC(=O)c1ccco1.